Dataset: Merck oncology drug combination screen with 23,052 pairs across 39 cell lines. Task: Regression. Given two drug SMILES strings and cell line genomic features, predict the synergy score measuring deviation from expected non-interaction effect. (1) Drug 1: N#Cc1ccc(Cn2cncc2CN2CCN(c3cccc(Cl)c3)C(=O)C2)cc1. Drug 2: Nc1ccn(C2OC(CO)C(O)C2(F)F)c(=O)n1. Cell line: SKMES1. Synergy scores: synergy=-14.5. (2) Drug 1: CN1C(=O)C=CC2(C)C3CCC4(C)C(NC(=O)OCC(F)(F)F)CCC4C3CCC12. Drug 2: Nc1ccn(C2OC(CO)C(O)C2(F)F)c(=O)n1. Cell line: NCIH23. Synergy scores: synergy=-11.5. (3) Drug 1: C=CCn1c(=O)c2cnc(Nc3ccc(N4CCN(C)CC4)cc3)nc2n1-c1cccc(C(C)(C)O)n1. Drug 2: NC(=O)c1cccc2cn(-c3ccc(C4CCCNC4)cc3)nc12. Cell line: NCIH520. Synergy scores: synergy=0.0885. (4) Drug 1: NC1CCCCC1N.O=C(O)C(=O)O.[Pt+2]. Drug 2: CCc1cnn2c(NCc3ccc[n+]([O-])c3)cc(N3CCCCC3CCO)nc12. Cell line: VCAP. Synergy scores: synergy=-5.64. (5) Synergy scores: synergy=80.7. Drug 2: Cn1c(=O)n(-c2ccc(C(C)(C)C#N)cc2)c2c3cc(-c4cnc5ccccc5c4)ccc3ncc21. Cell line: NCIH1650. Drug 1: COC1CC2CCC(C)C(O)(O2)C(=O)C(=O)N2CCCCC2C(=O)OC(C(C)CC2CCC(OP(C)(C)=O)C(OC)C2)CC(=O)C(C)C=C(C)C(O)C(OC)C(=O)C(C)CC(C)C=CC=CC=C1C. (6) Drug 1: COC12C(COC(N)=O)C3=C(C(=O)C(C)=C(N)C3=O)N1CC1NC12. Drug 2: NC(=O)c1cccc2cn(-c3ccc(C4CCCNC4)cc3)nc12. Cell line: EFM192B. Synergy scores: synergy=8.68. (7) Drug 1: N#Cc1ccc(Cn2cncc2CN2CCN(c3cccc(Cl)c3)C(=O)C2)cc1. Drug 2: NC1CCCCC1N.O=C(O)C(=O)O.[Pt+2]. Cell line: SKOV3. Synergy scores: synergy=3.53. (8) Drug 1: O=C(CCCCCCC(=O)Nc1ccccc1)NO. Drug 2: CNC(=O)c1cc(Oc2ccc(NC(=O)Nc3ccc(Cl)c(C(F)(F)F)c3)cc2)ccn1. Cell line: MDAMB436. Synergy scores: synergy=-3.81.